This data is from Catalyst prediction with 721,799 reactions and 888 catalyst types from USPTO. The task is: Predict which catalyst facilitates the given reaction. Reactant: CN(C)S(N1C=CN=C1[Si](C(C)(C)C)(C)C)(=O)=O.C([Li])CCC.[CH3:24][N:25]([CH3:54])[S:26]([N:29]1[C:33]([CH:34]([C:36]2[CH:45]=[CH:44][C:39]3[O:40][CH2:41][CH2:42][O:43][C:38]=3[CH:37]=2)[OH:35])=[C:32]([CH3:46])[N:31]=[C:30]1[Si](C(C)(C)C)(C)C)(=[O:28])=[O:27]. Product: [CH3:24][N:25]([CH3:54])[S:26]([N:29]1[C:33]([CH:34]([C:36]2[CH:45]=[CH:44][C:39]3[O:40][CH2:41][CH2:42][O:43][C:38]=3[CH:37]=2)[OH:35])=[C:32]([CH3:46])[N:31]=[CH:30]1)(=[O:27])=[O:28]. The catalyst class is: 1.